Task: Predict the reactants needed to synthesize the given product.. Dataset: Full USPTO retrosynthesis dataset with 1.9M reactions from patents (1976-2016) (1) Given the product [O:14]=[C:6]1[C:5]2[CH:15]=[CH:16][C:2]([O:17][C:18]3[CH:19]=[CH:20][C:21]([NH:34][C:36](=[O:37])[CH3:27])=[CH:25][CH:26]=3)=[CH:3][C:4]=2[C:13]2[C:8](=[N:9][CH:10]=[CH:11][CH:12]=2)[NH:7]1, predict the reactants needed to synthesize it. The reactants are: F[C:2]1[CH:16]=[CH:15][C:5]2[C:6](=[O:14])[NH:7][C:8]3[C:13]([C:4]=2[CH:3]=1)=[CH:12][CH:11]=[CH:10][N:9]=3.[OH:17][C:18]1[CH:26]=[CH:25][C:21](C(N)=O)=[CH:20][CH:19]=1.[C:27](=O)([O-])[O-].[K+].[K+].C[N:34]([CH:36]=[O:37])C. (2) The reactants are: [NH2:1][C:2]([CH3:15])([CH2:5][C:6]1[S:7][C:8]2[CH:14]=[CH:13][CH:12]=[CH:11][C:9]=2[N:10]=1)[C:3]#[N:4].[H-].[Al+3].[Li+].[H-].[H-].[H-].O.[OH-].[Na+]. Given the product [S:7]1[C:8]2[CH:14]=[CH:13][CH:12]=[CH:11][C:9]=2[N:10]=[C:6]1[CH2:5][C:2]([CH3:15])([NH2:1])[CH2:3][NH2:4], predict the reactants needed to synthesize it. (3) Given the product [C:46]([C:43]1[CH:44]=[C:45]2[C:40](=[CH:41][C:42]=1[O:48][CH2:49][CH2:50][O:51][CH3:52])[N:39]=[CH:38][CH:37]=[C:36]2[O:35][C:34]1[CH:33]=[CH:32][C:31]([NH:30][C:17]([NH:18][C:19]2[CH:24]=[CH:23][CH:22]=[C:21]([S:25]([CH3:28])(=[O:26])=[O:27])[CH:20]=2)=[O:29])=[CH:54][CH:53]=1)#[N:47], predict the reactants needed to synthesize it. The reactants are: C(N(C(C)C)CC)(C)C.C1(O[C:17](=[O:29])[NH:18][C:19]2[CH:24]=[CH:23][CH:22]=[C:21]([S:25]([CH3:28])(=[O:27])=[O:26])[CH:20]=2)C=CC=CC=1.[NH2:30][C:31]1[CH:54]=[CH:53][C:34]([O:35][C:36]2[C:45]3[C:40](=[CH:41][C:42]([O:48][CH2:49][CH2:50][O:51][CH3:52])=[C:43]([C:46]#[N:47])[CH:44]=3)[N:39]=[CH:38][CH:37]=2)=[CH:33][CH:32]=1. (4) Given the product [F:8][C:7]1[C:2]([C:24]2[CH:29]=[CH:28][CH:27]=[CH:26][CH:25]=2)=[CH:3][C:4]([C:9]([NH:12][C:13](=[O:23])[O:14][CH:15]2[CH:20]3[CH2:21][CH2:22][N:17]([CH2:18][CH2:19]3)[CH2:16]2)([CH3:11])[CH3:10])=[CH:5][CH:6]=1, predict the reactants needed to synthesize it. The reactants are: Br[C:2]1[CH:3]=[C:4]([C:9]([NH:12][C:13](=[O:23])[O:14][CH:15]2[CH:20]3[CH2:21][CH2:22][N:17]([CH2:18][CH2:19]3)[CH2:16]2)([CH3:11])[CH3:10])[CH:5]=[CH:6][C:7]=1[F:8].[C:24]1(B(O)O)[CH:29]=[CH:28][CH:27]=[CH:26][CH:25]=1.